Task: Predict which catalyst facilitates the given reaction.. Dataset: Catalyst prediction with 721,799 reactions and 888 catalyst types from USPTO (1) Reactant: [Cl:1][C:2]1[C:7]([C:8]2[CH:9]=[C:10]([C:14](=[O:20])[C:15]([N:17]([CH3:19])[CH3:18])=[O:16])[CH:11]=[N:12][CH:13]=2)=[CH:6][N:5]=[C:4]2[NH:21][CH:22]=[C:23]([C:24]3[C:25]([NH:30][CH3:31])=[N:26][CH:27]=[CH:28][CH:29]=3)[C:3]=12.B1C2CCCC1CCC2. Product: [Cl:1][C:2]1[C:7]([C:8]2[CH:9]=[C:10]([CH:14]([OH:20])[C:15]([N:17]([CH3:19])[CH3:18])=[O:16])[CH:11]=[N:12][CH:13]=2)=[CH:6][N:5]=[C:4]2[NH:21][CH:22]=[C:23]([C:24]3[C:25]([NH:30][CH3:31])=[N:26][CH:27]=[CH:28][CH:29]=3)[C:3]=12. The catalyst class is: 11. (2) Reactant: [CH3:1][Mg]Br.[CH2:4]1[C:19]2[C:14](=[CH:15][CH:16]=[CH:17][CH:18]=2)[C:12](=O)[C:11]2[C:6](=[CH:7][CH:8]=[CH:9][CH:10]=2)[CH2:5]1. Product: [CH2:1]=[C:12]1[C:14]2[CH:15]=[CH:16][CH:17]=[CH:18][C:19]=2[CH2:4][CH2:5][C:6]2[CH:7]=[CH:8][CH:9]=[CH:10][C:11]1=2. The catalyst class is: 1. (3) Reactant: [Br:1][C:2]1[C:3](=[O:18])[N:4]([CH3:17])[C:5](=[O:16])[C:6]=1[C:7]1[C:15]2[C:10](=[CH:11][CH:12]=[CH:13][CH:14]=2)[NH:9][CH:8]=1.[CH3:19][C:20]([O:23][C:24](O[C:24]([O:23][C:20]([CH3:22])([CH3:21])[CH3:19])=[O:25])=[O:25])([CH3:22])[CH3:21]. Product: [Br:1][C:2]1[C:3](=[O:18])[N:4]([CH3:17])[C:5](=[O:16])[C:6]=1[C:7]1[C:15]2[C:10](=[CH:11][CH:12]=[CH:13][CH:14]=2)[N:9]([C:24]([O:23][C:20]([CH3:22])([CH3:21])[CH3:19])=[O:25])[CH:8]=1. The catalyst class is: 367. (4) Reactant: [NH2:1][C:2]1[C:11]([C:12]#[N:13])=[C:10](Cl)[C:9]2[C:4](=[CH:5][CH:6]=[C:7]([N:15]([CH3:17])[CH3:16])[CH:8]=2)[N:3]=1.[CH2:18]([NH2:25])[C:19]1[CH:24]=[CH:23][CH:22]=[CH:21][CH:20]=1. Product: [NH2:1][C:2]1[C:11]([C:12]#[N:13])=[C:10]([NH:25][CH2:18][C:19]2[CH:24]=[CH:23][CH:22]=[CH:21][CH:20]=2)[C:9]2[C:4](=[CH:5][CH:6]=[C:7]([N:15]([CH3:17])[CH3:16])[CH:8]=2)[N:3]=1. The catalyst class is: 6. (5) Reactant: [NH:1]([C:3]1[N:12]=[C:11]([Cl:13])[CH:10]=[CH:9][C:4]=1[C:5]([O:7][CH3:8])=[O:6])[NH2:2].C(N(CC)CC)C.[C:21](Cl)(=[O:25])[CH:22]([CH3:24])[CH3:23]. Product: [C:21]([NH:2][NH:1][C:3]1[N:12]=[C:11]([Cl:13])[CH:10]=[CH:9][C:4]=1[C:5]([O:7][CH3:8])=[O:6])(=[O:25])[CH:22]([CH3:24])[CH3:23]. The catalyst class is: 7. (6) Reactant: C(N(C(C)C)CC)(C)C.Cl.[NH2:11][CH2:12][C:13]1([OH:19])[CH2:18][CH2:17][CH2:16][CH2:15][CH2:14]1.[O:20]=[C:21]1[C:25]([C:26]2[CH:31]=[CH:30][C:29]([C:32]([F:35])([F:34])[F:33])=[CH:28][CH:27]=2)=[N:24][C:23]2([CH2:39][CH2:38][CH2:37][CH2:36]2)[N:22]1[CH2:40][C:41](O)=[O:42].CN(C(ON1N=NC2C=CC=NC1=2)=[N+](C)C)C.F[P-](F)(F)(F)(F)F.CN(C=O)C. Product: [OH:19][C:13]1([CH2:12][NH:11][C:41](=[O:42])[CH2:40][N:22]2[C:23]3([CH2:36][CH2:37][CH2:38][CH2:39]3)[N:24]=[C:25]([C:26]3[CH:31]=[CH:30][C:29]([C:32]([F:33])([F:34])[F:35])=[CH:28][CH:27]=3)[C:21]2=[O:20])[CH2:18][CH2:17][CH2:16][CH2:15][CH2:14]1. The catalyst class is: 2. (7) Product: [C:18]([O:22][C:23]1[CH:28]=[CH:27][C:26]([CH2:29][CH2:30][CH2:31][CH2:32][N:33]2[CH:37]=[CH:36][N:35]=[C:34]2[CH2:38][S:3][CH3:4])=[CH:25][CH:24]=1)([CH3:21])([CH3:20])[CH3:19]. The catalyst class is: 300. Reactant: CS[S:3][CH3:4].C(P(CCCC)CCCC)CCC.[C:18]([O:22][C:23]1[CH:28]=[CH:27][C:26]([CH2:29][CH2:30][CH2:31][CH2:32][N:33]2[CH:37]=[CH:36][N:35]=[C:34]2[CH2:38]O)=[CH:25][CH:24]=1)([CH3:21])([CH3:20])[CH3:19].